Dataset: Reaction yield outcomes from USPTO patents with 853,638 reactions. Task: Predict the reaction yield, written as a fraction of the theoretical maximum amount of product (1.0 means a 100% yield; for example, 0.34 means a 34% yield). (1) The reactants are [C:1](Cl)(=[O:6])[C:2]([CH3:5])([CH3:4])[CH3:3].[Br:8][C:9]1[C:10]([F:19])=[C:11]2[C:17]([NH2:18])=[CH:16][NH:15][C:12]2=[N:13][CH:14]=1. The catalyst is N1C=CC=CC=1. The product is [Br:8][C:9]1[C:10]([F:19])=[C:11]2[C:17]([NH:18][C:1](=[O:6])[C:2]([CH3:5])([CH3:4])[CH3:3])=[CH:16][NH:15][C:12]2=[N:13][CH:14]=1. The yield is 0.620. (2) The catalyst is C1C=CC(/C=C/C(/C=C/C2C=CC=CC=2)=O)=CC=1.C1C=CC(/C=C/C(/C=C/C2C=CC=CC=2)=O)=CC=1.[Pd].O1CCOCC1. The product is [CH2:14]1[C:23]2[C:18](=[CH:19][CH:20]=[CH:21][CH:22]=2)[CH2:17][CH2:16][N:15]1[CH2:24][CH:25]([OH:34])[CH2:26][N:27]1[CH2:32][CH2:31][N:30]([C:2]2[CH:7]=[CH:6][CH:5]=[C:4]([N:8]3[CH2:13][CH2:12][O:11][CH2:10][CH2:9]3)[CH:3]=2)[CH2:29][C:28]1=[O:33]. The yield is 0.0170. The reactants are Br[C:2]1[CH:3]=[C:4]([N:8]2[CH2:13][CH2:12][O:11][CH2:10][CH2:9]2)[CH:5]=[CH:6][CH:7]=1.[CH2:14]1[C:23]2[C:18](=[CH:19][CH:20]=[CH:21][CH:22]=2)[CH2:17][CH2:16][N:15]1[CH2:24][CH:25]([OH:34])[CH2:26][N:27]1[CH2:32][CH2:31][NH:30][CH2:29][C:28]1=[O:33].CC(C1C=C(C(C)C)C(C2C=CC=CC=2P(C2CCCCC2)C2CCCCC2)=C(C(C)C)C=1)C.CC([O-])(C)C.[Na+]. (3) The reactants are [OH:1][CH2:2][C@H:3]1[CH2:12][N:7]2[CH2:8][CH2:9][NH:10][CH2:11][C@@H:6]2[CH2:5][CH2:4]1.F[C:14]1[CH:19]=[CH:18][C:17]([F:20])=[CH:16][C:15]=1[N+:21]([O-:23])=[O:22].C(=O)([O-])[O-].[Na+].[Na+].Cl. The catalyst is CS(C)=O. The product is [OH:1][CH2:2][C@H:3]1[CH2:12][N:7]2[CH2:8][CH2:9][N:10]([C:14]3[CH:19]=[CH:18][C:17]([F:20])=[CH:16][C:15]=3[N+:21]([O-:23])=[O:22])[CH2:11][C@@H:6]2[CH2:5][CH2:4]1. The yield is 0.780.